Dataset: Forward reaction prediction with 1.9M reactions from USPTO patents (1976-2016). Task: Predict the product of the given reaction. (1) Given the reactants [C:1]([O:4][CH2:5][C@@H:6]1[C@@H:11]([O:12][C:13](=[O:15])[CH3:14])[C@H:10](OC(=O)C)[CH:9]=[CH:8][O:7]1)(=[O:3])[CH3:2].[Br:20][C:21]1[CH:22]=[C:23](B(O)O)[CH:24]=[CH:25][CH:26]=1, predict the reaction product. The product is: [C:1]([O:4][CH2:5][C@@H:6]1[C@@H:11]([O:12][C:13](=[O:15])[CH3:14])[CH:10]=[CH:9][C@@H:8]([C:25]2[CH:24]=[CH:23][CH:22]=[C:21]([Br:20])[CH:26]=2)[O:7]1)(=[O:3])[CH3:2]. (2) Given the reactants [NH2:1][C:2]1[CH:3]=[N:4][CH:5]=[CH:6][C:7]=1[CH3:8].[C:9](=O)([O:12]C)[O:10][CH3:11].C(OCC)(=O)C, predict the reaction product. The product is: [CH3:11][O:10][C:9](=[O:12])[NH:1][C:2]1[CH:3]=[N:4][CH:5]=[CH:6][C:7]=1[CH3:8]. (3) Given the reactants [Si]([O:8][C:9]1[CH:14]=[C:13]([O:15][Si](C(C)(C)C)(C)C)[CH:12]=[CH:11][C:10]=1[CH:23]1[CH2:28][CH2:27][C:26](=[N:29][NH:30][S:31]([C:34]2[CH:39]=[CH:38][C:37]([CH3:40])=[CH:36][CH:35]=2)(=[O:33])=[O:32])[CH2:25][CH2:24]1)(C(C)(C)C)(C)C.O.[F-].C([N+](CCCC)(CCCC)CCCC)CCC.C(=O)([O-])O.[Na+], predict the reaction product. The product is: [OH:8][C:9]1[CH:14]=[C:13]([OH:15])[CH:12]=[CH:11][C:10]=1[CH:23]1[CH2:24][CH2:25][C:26](=[N:29][NH:30][S:31]([C:34]2[CH:35]=[CH:36][C:37]([CH3:40])=[CH:38][CH:39]=2)(=[O:33])=[O:32])[CH2:27][CH2:28]1. (4) Given the reactants [CH3:1][O:2][C:3]1[C:8]2[N:9]=[C:10]([NH2:12])[S:11]C=2C(N)=C[CH:4]=1.C(=O)([O-])[O-].[K+].[K+].ICC.Cl.[CH3:24][C:25]1[CH:26]=[C:27]([CH:31]=[CH:32][N:33]=1)[C:28]([OH:30])=O.CN(C(ON1N=NC2C=CC=NC1=2)=[N+](C)C)C.F[P-](F)(F)(F)(F)F.[CH2:58]([N:60]([CH:64]([CH3:66])C)[CH:61]([CH3:63])[CH3:62])[CH3:59], predict the reaction product. The product is: [CH2:64]([N:60]([CH2:58][CH3:59])[C:61]1[C:62]2[S:11][C:10]([NH:12][C:28](=[O:30])[C:27]3[CH:31]=[CH:32][N:33]=[C:25]([CH3:24])[CH:26]=3)=[N:9][C:8]=2[C:3]([O:2][CH3:1])=[CH:4][CH:63]=1)[CH3:66]. (5) Given the reactants [NH2:1][C:2]1[CH:7]=[CH:6][C:5]([C:8]2[C:12]3[C:13]([NH2:23])=[N:14][CH:15]=[C:16]([C:17]4[CH:22]=[CH:21][N:20]=[CH:19][CH:18]=4)[C:11]=3[S:10][CH:9]=2)=[CH:4][CH:3]=1.[F:24][C:25]1[CH:30]=[CH:29][C:28]([C:31]([F:34])([F:33])[F:32])=[CH:27][C:26]=1[N:35]=[C:36]=[O:37], predict the reaction product. The product is: [NH2:23][C:13]1[C:12]2[C:8]([C:5]3[CH:4]=[CH:3][C:2]([NH:1][C:36]([NH:35][C:26]4[CH:27]=[C:28]([C:31]([F:32])([F:34])[F:33])[CH:29]=[CH:30][C:25]=4[F:24])=[O:37])=[CH:7][CH:6]=3)=[CH:9][S:10][C:11]=2[C:16]([C:17]2[CH:22]=[CH:21][N:20]=[CH:19][CH:18]=2)=[CH:15][N:14]=1. (6) The product is: [Cl:17][C:14]1[CH:15]=[CH:16][C:11]([C:9]2[N:10]=[C:5]3[CH:4]=[CH:3][C:2]([C:21]4[CH:22]=[CH:23][CH:24]=[CH:25][C:20]=4[CH2:19][OH:18])=[CH:7][N:6]3[CH:8]=2)=[CH:12][CH:13]=1. Given the reactants Br[C:2]1[CH:3]=[CH:4][C:5]2[N:6]([CH:8]=[C:9]([C:11]3[CH:16]=[CH:15][C:14]([Cl:17])=[CH:13][CH:12]=3)[N:10]=2)[CH:7]=1.[OH:18][CH2:19][C:20]1[CH:25]=[CH:24][CH:23]=[CH:22][C:21]=1B(O)O.C(#N)C.C(=O)([O-])O.[Na+], predict the reaction product. (7) Given the reactants [CH3:1][O:2][C:3](=[O:28])[C:4]1[CH:9]=[C:8](I)[CH:7]=[C:6]([C:11](=[O:27])[C:12]2[CH:17]=[CH:16][C:15]([N:18]([C:20]3[CH:25]=[CH:24][C:23]([Cl:26])=[CH:22][CH:21]=3)[CH3:19])=[CH:14][N:13]=2)[CH:5]=1.[C:29]1([OH:35])[CH:34]=[CH:33][CH:32]=[CH:31][CH:30]=1.CN(C)CC(O)=O.Cl.C([O-])([O-])=O.[Cs+].[Cs+], predict the reaction product. The product is: [CH3:1][O:2][C:3](=[O:28])[C:4]1[CH:9]=[C:8]([O:35][C:29]2[CH:34]=[CH:33][CH:32]=[CH:31][CH:30]=2)[CH:7]=[C:6]([C:11](=[O:27])[C:12]2[CH:17]=[CH:16][C:15]([N:18]([C:20]3[CH:25]=[CH:24][C:23]([Cl:26])=[CH:22][CH:21]=3)[CH3:19])=[CH:14][N:13]=2)[CH:5]=1.